Predict the reaction yield, written as a fraction of the theoretical maximum amount of product (1.0 means a 100% yield; for example, 0.34 means a 34% yield). From a dataset of Reaction yield outcomes from USPTO patents with 853,638 reactions. (1) The reactants are Br[C:2]1[CH:31]=[CH:30][C:5]([C:6]([NH:8][C:9]2[CH:14]=[CH:13][C:12]([O:15][C:16]([F:19])([F:18])[F:17])=[C:11]([NH:20][C:21](=[O:29])[CH2:22][N:23]3[CH2:28][CH2:27][O:26][CH2:25][CH2:24]3)[CH:10]=2)=[O:7])=[CH:4][CH:3]=1.[F:32][C:33]1[CH:38]=[CH:37][C:36](B(O)O)=[CH:35][CH:34]=1.C(=O)([O-])[O-].[Na+].[Na+]. The catalyst is O1CCOCC1. The product is [F:32][C:33]1[CH:38]=[CH:37][C:36]([C:2]2[CH:3]=[CH:4][C:5]([C:6]([NH:8][C:9]3[CH:14]=[CH:13][C:12]([O:15][C:16]([F:18])([F:19])[F:17])=[C:11]([NH:20][C:21](=[O:29])[CH2:22][N:23]4[CH2:24][CH2:25][O:26][CH2:27][CH2:28]4)[CH:10]=3)=[O:7])=[CH:30][CH:31]=2)=[CH:35][CH:34]=1. The yield is 0.670. (2) The reactants are C([O-])(O)=O.[Na+].O.[CH:7]1([CH2:13][CH:14]([CH3:18])[CH2:15][CH2:16][OH:17])[CH2:12][CH2:11][CH2:10][CH2:9][CH2:8]1.[O-]Cl.[Na+]. The catalyst is [K+].[Br-].CC1(C)N([O])C(C)(C)CCC1.C1(C)C=CC=CC=1. The product is [CH:7]1([CH2:13][CH:14]([CH3:18])[CH2:15][CH:16]=[O:17])[CH2:12][CH2:11][CH2:10][CH2:9][CH2:8]1. The yield is 0.450. (3) The reactants are [F-].C[N+](C)(C)C.[CH3:7][C:8]([S@@:11](/[N:13]=[CH:14]/[C:15]1[N:16]=[C:17]2[CH:23]=[CH:22][N:21]([S:24]([C:27]3[CH:33]=[CH:32][C:30]([CH3:31])=[CH:29][CH:28]=3)(=[O:26])=[O:25])[C:18]2=[N:19][CH:20]=1)=[O:12])([CH3:10])[CH3:9].C[Si](C)(C)[C:36]([F:39])([F:38])[F:37].[NH4+].[Cl-]. The catalyst is C1COCC1.[Cl-].[Na+].O.CCOC(C)=O. The product is [CH3:10][C:8]([S@@:11]([NH:13][CH:14]([C:15]1[N:16]=[C:17]2[CH:23]=[CH:22][N:21]([S:24]([C:27]3[CH:28]=[CH:29][C:30]([CH3:31])=[CH:32][CH:33]=3)(=[O:25])=[O:26])[C:18]2=[N:19][CH:20]=1)[C:36]([F:39])([F:38])[F:37])=[O:12])([CH3:7])[CH3:9]. The yield is 0.990. (4) The reactants are [H-].[Na+].[F:3][C:4]1[CH:9]=[CH:8][C:7]([NH:10][C:11](=[O:13])[CH3:12])=[CH:6][C:5]=1[N+:14]([O-:16])=[O:15].I[CH2:18][CH3:19]. The catalyst is C1COCC1. The product is [CH2:18]([N:10]([C:7]1[CH:8]=[CH:9][C:4]([F:3])=[C:5]([N+:14]([O-:16])=[O:15])[CH:6]=1)[C:11](=[O:13])[CH3:12])[CH3:19]. The yield is 0.520. (5) The reactants are [NH:1]1[CH2:8][CH2:7][CH2:6][C@H:2]1[C:3]([OH:5])=[O:4].C(N(CC)CC)C.[CH3:16][C:17]([O:20][C:21](O[C:21]([O:20][C:17]([CH3:19])([CH3:18])[CH3:16])=[O:22])=[O:22])([CH3:19])[CH3:18].C(Cl)(Cl)Cl.CO. The catalyst is CN(C=O)C. The product is [N:1]1([C:21]([O:20][C:17]([CH3:19])([CH3:18])[CH3:16])=[O:22])[CH2:8][CH2:7][CH2:6][C@H:2]1[C:3]([OH:5])=[O:4]. The yield is 0.900. (6) The reactants are [CH:1](OC)([O:4][CH3:5])[O:2][CH3:3].O.C1(C)C=CC(S(O)(=O)=O)=CC=1.[Br:20][C:21]1[N:26]=[CH:25][C:24](C=O)=[CH:23][CH:22]=1. The catalyst is CO. The product is [Br:20][C:21]1[CH:22]=[CH:23][C:24]([CH:1]([O:4][CH3:5])[O:2][CH3:3])=[CH:25][N:26]=1. The yield is 0.990. (7) The reactants are Br[CH2:2][C:3]1[C:8]([Cl:9])=[CH:7][N:6]=[CH:5][C:4]=1[Cl:10].[CH3:11][C:12]1[C:13]([OH:19])=[N:14][C:15]([SH:18])=[N:16][CH:17]=1.C(N(CC)CC)C. The catalyst is C(O)C. The product is [Cl:10][C:4]1[CH:5]=[N:6][CH:7]=[C:8]([Cl:9])[C:3]=1[CH2:2][S:18][C:15]1[N:14]=[C:13]([OH:19])[C:12]([CH3:11])=[CH:17][N:16]=1. The yield is 0.650. (8) The reactants are C[O-].[Na+].[N+:4]([C:7]1[C:8]([NH:16]C(=O)C)=[CH:9][C:10]2[O:14][CH2:13][O:12][C:11]=2[CH:15]=1)([O-:6])=[O:5].CC(O)=O. The catalyst is CO. The product is [N+:4]([C:7]1[C:8]([NH2:16])=[CH:9][C:10]2[O:14][CH2:13][O:12][C:11]=2[CH:15]=1)([O-:6])=[O:5]. The yield is 0.800. (9) The reactants are [CH3:1][O:2][C:3]([C:5]1[CH:10]=[C:9]([CH3:11])[N:8]2[CH:12]=[CH:13][CH:14]=[C:7]2[N:6]=1)=[O:4].C(O)(=O)C.[Br:19]Br. The catalyst is C(Cl)Cl. The product is [CH3:1][O:2][C:3]([C:5]1[CH:10]=[C:9]([CH2:11][Br:19])[N:8]2[CH:12]=[CH:13][CH:14]=[C:7]2[N:6]=1)=[O:4]. The yield is 0.500.